Dataset: Full USPTO retrosynthesis dataset with 1.9M reactions from patents (1976-2016). Task: Predict the reactants needed to synthesize the given product. Given the product [C:1]([NH:4][C@H:5]([C:28]([NH:30][C@H:31]([C:35]([NH:37][C@H:38]([C:46]([NH:48][C:49]1[CH:50]=[CH:51][C:52]([CH2:55][O:56][C:67]([O:66][C:63]2[CH:62]=[CH:61][C:60]([N+:57]([O-:59])=[O:58])=[CH:65][CH:64]=2)=[O:68])=[CH:53][CH:54]=1)=[O:47])[CH2:39][CH2:40][CH2:41][NH:42][C:43](=[O:45])[NH2:44])=[O:36])[CH:32]([CH3:33])[CH3:34])=[O:29])[CH2:6][CH2:7][CH2:8][CH2:9][NH:10][C:11]([O:13][CH2:14][CH:15]1[C:27]2[CH:26]=[CH:25][CH:24]=[CH:23][C:22]=2[C:21]2[C:16]1=[CH:17][CH:18]=[CH:19][CH:20]=2)=[O:12])(=[O:3])[CH3:2], predict the reactants needed to synthesize it. The reactants are: [C:1]([NH:4][C@H:5]([C:28]([NH:30][C@H:31]([C:35]([NH:37][C@H:38]([C:46]([NH:48][C:49]1[CH:54]=[CH:53][C:52]([CH2:55][OH:56])=[CH:51][CH:50]=1)=[O:47])[CH2:39][CH2:40][CH2:41][NH:42][C:43](=[O:45])[NH2:44])=[O:36])[CH:32]([CH3:34])[CH3:33])=[O:29])[CH2:6][CH2:7][CH2:8][CH2:9][NH:10][C:11]([O:13][CH2:14][CH:15]1[C:27]2[CH:26]=[CH:25][CH:24]=[CH:23][C:22]=2[C:21]2[C:16]1=[CH:17][CH:18]=[CH:19][CH:20]=2)=[O:12])(=[O:3])[CH3:2].[N+:57]([C:60]1[CH:65]=[CH:64][C:63]([O:66][C:67](=O)[O:68]C2C=CC([N+]([O-])=O)=CC=2)=[CH:62][CH:61]=1)([O-:59])=[O:58].C(N(CC)C(C)C)(C)C.C(OC)(C)(C)C.